Dataset: Forward reaction prediction with 1.9M reactions from USPTO patents (1976-2016). Task: Predict the product of the given reaction. (1) Given the reactants [CH3:1][S:2](Cl)(=[O:4])=[O:3].[OH:6][CH2:7][CH:8]1[CH2:13][O:12][C:11]2[CH:14]=[CH:15][C:16]([C:18]#[N:19])=[CH:17][C:10]=2[O:9]1.N1C=CC=CC=1, predict the reaction product. The product is: [CH3:1][S:2]([O:6][CH2:7][CH:8]1[O:9][C:10]2[CH:17]=[C:16]([C:18]#[N:19])[CH:15]=[CH:14][C:11]=2[O:12][CH2:13]1)(=[O:4])=[O:3]. (2) The product is: [C:1]([C:3]1[CH:4]=[C:5]([C:9]2[CH:17]=[CH:16][CH:15]=[CH:14][C:10]=2[CH2:11][OH:12])[CH:6]=[CH:7][CH:8]=1)#[N:2]. Given the reactants [C:1]([C:3]1[CH:4]=[C:5]([C:9]2[CH:17]=[CH:16][CH:15]=[CH:14][C:10]=2[C:11](O)=[O:12])[CH:6]=[CH:7][CH:8]=1)#[N:2].O=S(Cl)Cl, predict the reaction product. (3) Given the reactants [Cl:1][C:2]1[CH:7]=[CH:6][C:5]([C:8]2[C:17]3[C:12](=[CH:13][CH:14]=[CH:15][CH:16]=3)[C:11]([NH:18][C:19]3[CH:24]=[CH:23][C:22]([S:25][C:26]4[C:35]5[C:30](=[CH:31][CH:32]=[C:33]([OH:36])[CH:34]=5)[N:29]=[CH:28][CH:27]=4)=[CH:21][CH:20]=3)=[N:10][N:9]=2)=[CH:4][CH:3]=1.[H-].[Na+].Cl[CH2:40][CH2:41][S:42]([CH3:45])(=[O:44])=[O:43].[Na+].[I-], predict the reaction product. The product is: [Cl:1][C:2]1[CH:3]=[CH:4][C:5]([C:8]2[C:17]3[C:12](=[CH:13][CH:14]=[CH:15][CH:16]=3)[C:11]([NH:18][C:19]3[CH:24]=[CH:23][C:22]([S:25][C:26]4[C:35]5[C:30](=[CH:31][CH:32]=[C:33]([O:36][CH2:40][CH2:41][S:42]([CH3:45])(=[O:44])=[O:43])[CH:34]=5)[N:29]=[CH:28][CH:27]=4)=[CH:21][CH:20]=3)=[N:10][N:9]=2)=[CH:6][CH:7]=1.